This data is from Reaction yield outcomes from USPTO patents with 853,638 reactions. The task is: Predict the reaction yield, written as a fraction of the theoretical maximum amount of product (1.0 means a 100% yield; for example, 0.34 means a 34% yield). (1) The reactants are [C:1]([C:3]1[CH:11]=[CH:10][CH:9]=[C:8]2[C:4]=1[CH2:5][CH2:6][C@H:7]2[NH:12][C:13](=[O:19])[O:14][C:15]([CH3:18])([CH3:17])[CH3:16])#[N:2].[H-].[Na+].Br[CH2:23][CH2:24][O:25][Si:26]([C:29]([CH3:32])([CH3:31])[CH3:30])([CH3:28])[CH3:27]. The catalyst is CN(C=O)C. The product is [Si:26]([O:25][CH2:24][CH2:23][N:12]([C@H:7]1[C:8]2[C:4](=[C:3]([C:1]#[N:2])[CH:11]=[CH:10][CH:9]=2)[CH2:5][CH2:6]1)[C:13](=[O:19])[O:14][C:15]([CH3:16])([CH3:18])[CH3:17])([C:29]([CH3:32])([CH3:31])[CH3:30])([CH3:28])[CH3:27]. The yield is 0.770. (2) The reactants are Br[C:2]1[C:10]2[O:9][C:8]([CH3:12])([CH3:11])[CH2:7][C:6]=2[C:5]([CH3:13])=[C:4]([NH:14][C:15](=[O:21])[CH2:16][C:17]([CH3:20])([CH3:19])[CH3:18])[C:3]=1[CH3:22].[CH:23]([C:26]1[CH:31]=[CH:30][C:29]([OH:32])=[CH:28][CH:27]=1)([CH3:25])[CH3:24].C(=O)([O-])[O-].[K+].[K+].O. The catalyst is N1C=CC=CC=1.[Cu](I)I. The product is [CH:23]([C:26]1[CH:31]=[CH:30][C:29]([O:32][C:2]2[C:10]3[O:9][C:8]([CH3:12])([CH3:11])[CH2:7][C:6]=3[C:5]([CH3:13])=[C:4]([NH:14][C:15](=[O:21])[CH2:16][C:17]([CH3:20])([CH3:19])[CH3:18])[C:3]=2[CH3:22])=[CH:28][CH:27]=1)([CH3:25])[CH3:24]. The yield is 0.400. (3) The reactants are [CH3:1][C@H:2]1[CH2:7][NH:6][CH2:5][CH2:4][N:3]1[C:8]([O:10][C:11]([CH3:14])([CH3:13])[CH3:12])=[O:9].[Br:15][C:16]1[CH:17]=[C:18]([CH:21]=[CH:22][CH:23]=1)[CH:19]=O.[BH-](OC(C)=O)(OC(C)=O)OC(C)=O.[Na+]. The catalyst is C(Cl)Cl. The product is [Br:15][C:16]1[CH:17]=[C:18]([CH2:19][N:6]2[CH2:5][CH2:4][N:3]([C:8]([O:10][C:11]([CH3:13])([CH3:12])[CH3:14])=[O:9])[C@@H:2]([CH3:1])[CH2:7]2)[CH:21]=[CH:22][CH:23]=1. The yield is 0.810. (4) The reactants are [N:1]([C:4]1[CH:14]=[CH:13][C:7]([C:8]([O:10][CH2:11][CH3:12])=[O:9])=[CH:6][CH:5]=1)=[C:2]=[O:3].[Cl:15][C:16]1[CH:22]=[CH:21][C:19]([NH2:20])=[CH:18][C:17]=1[C:23]([F:26])([F:25])[F:24]. The catalyst is C(Cl)Cl. The product is [Cl:15][C:16]1[CH:22]=[CH:21][C:19]([NH:20][C:2]([NH:1][C:4]2[CH:14]=[CH:13][C:7]([C:8]([O:10][CH2:11][CH3:12])=[O:9])=[CH:6][CH:5]=2)=[O:3])=[CH:18][C:17]=1[C:23]([F:24])([F:25])[F:26]. The yield is 0.970. (5) The reactants are [NH2:1][C:2]([CH3:19])([CH2:10][C:11]1[CH:16]=[CH:15][C:14]([O:17][CH3:18])=[CH:13][CH:12]=1)[C:3]([O:5]C(C)(C)C)=[O:4].C1(C)C=CC=CC=1.[ClH:27]. The catalyst is CC(O)C. The product is [ClH:27].[NH2:1][C:2]([CH3:19])([CH2:10][C:11]1[CH:12]=[CH:13][C:14]([O:17][CH3:18])=[CH:15][CH:16]=1)[C:3]([OH:5])=[O:4]. The yield is 0.670. (6) The reactants are Cl[C:2]1[CH:7]=[CH:6][N:5]=[C:4]2[CH:8]=[C:9]([C:11]([N:13]3[CH2:17][CH2:16][CH2:15][C@H:14]3[CH2:18][O:19][CH3:20])=[O:12])[S:10][C:3]=12.[CH:21]1([CH2:24][NH:25][C:26]([C:28]2[C:29]3[CH:37]=[CH:36][C:35]([OH:38])=[CH:34][C:30]=3[S:31][C:32]=2[CH3:33])=[O:27])[CH2:23][CH2:22]1.C([O-])([O-])=O.[Cs+].[Cs+]. No catalyst specified. The product is [CH:21]1([CH2:24][NH:25][C:26]([C:28]2[C:29]3[CH:37]=[CH:36][C:35]([O:38][C:2]4[CH:7]=[CH:6][N:5]=[C:4]5[CH:8]=[C:9]([C:11]([N:13]6[CH2:17][CH2:16][CH2:15][C@H:14]6[CH2:18][O:19][CH3:20])=[O:12])[S:10][C:3]=45)=[CH:34][C:30]=3[S:31][C:32]=2[CH3:33])=[O:27])[CH2:23][CH2:22]1. The yield is 0.180. (7) The reactants are [CH3:1][C:2]1[NH:3][C:4]([C:12]2[CH:16]=[CH:15][S:14][CH:13]=2)=[CH:5][C:6]=1[C:7]([O:9][CH2:10][CH3:11])=[O:8].[H-].[Na+].[C:19]1([S:25](Cl)(=[O:27])=[O:26])[CH:24]=[CH:23][CH:22]=[CH:21][CH:20]=1. No catalyst specified. The product is [CH3:1][C:2]1[N:3]([S:25]([C:19]2[CH:24]=[CH:23][CH:22]=[CH:21][CH:20]=2)(=[O:27])=[O:26])[C:4]([C:12]2[CH:16]=[CH:15][S:14][CH:13]=2)=[CH:5][C:6]=1[C:7]([O:9][CH2:10][CH3:11])=[O:8]. The yield is 0.400. (8) The reactants are B(OC(C)C)(OC(C)C)OC(C)C.Br[C:15]1[CH:20]=[CH:19][C:18]([S:21]([N:24]2[CH2:29][CH2:28][N:27]([CH3:30])[CH2:26][CH2:25]2)(=[O:23])=[O:22])=[CH:17][CH:16]=1.C([Li])CCC.[ClH:36].C(=O)([O-])[O-].[Na+].[Na+].[NH2:43][C:44]1[C:45]([C:51]([NH:53][CH2:54][CH2:55][C:56]2[S:57][CH:58]=[CH:59][CH:60]=2)=[O:52])=[N:46][C:47](Br)=[CH:48][N:49]=1. The catalyst is O1CCCC1.C1C=CC(P(C2C=CC=CC=2)[C-]2C=CC=C2)=CC=1.C1C=CC(P(C2C=CC=CC=2)[C-]2C=CC=C2)=CC=1.Cl[Pd]Cl.[Fe+2]. The product is [ClH:36].[NH2:43][C:44]1[C:45]([C:51]([NH:53][CH2:54][CH2:55][C:56]2[S:57][CH:58]=[CH:59][CH:60]=2)=[O:52])=[N:46][C:47]([C:15]2[CH:20]=[CH:19][C:18]([S:21]([N:24]3[CH2:29][CH2:28][N:27]([CH3:30])[CH2:26][CH2:25]3)(=[O:23])=[O:22])=[CH:17][CH:16]=2)=[CH:48][N:49]=1. The yield is 0.0600. (9) The reactants are C[O-].[Na+].Cl.[NH2:5][OH:6].[Na+].[Cl-].C[O:10][C:11](=O)[CH2:12][CH2:13][CH2:14][CH2:15][CH2:16][NH:17][S:18]([C:21]1[CH:22]=[N:23][CH:24]=[CH:25][CH:26]=1)(=[O:20])=[O:19].[C:28]([OH:33])(=[O:32])[C:29]([OH:31])=[O:30]. The catalyst is CO. The product is [C:28]([OH:33])(=[O:32])[C:29]([OH:31])=[O:30].[OH:6][NH:5][C:11](=[O:10])[CH2:12][CH2:13][CH2:14][CH2:15][CH2:16][NH:17][S:18]([C:21]1[CH:22]=[N:23][CH:24]=[CH:25][CH:26]=1)(=[O:20])=[O:19]. The yield is 0.440.